This data is from Full USPTO retrosynthesis dataset with 1.9M reactions from patents (1976-2016). The task is: Predict the reactants needed to synthesize the given product. (1) Given the product [CH:1]([C:7]1[CH:8]=[C:9]([CH2:10][C:11]#[N:12])[CH:13]=[CH:14][C:15]=1[O:16][CH3:17])([CH3:3])[CH3:2], predict the reactants needed to synthesize it. The reactants are: [CH:1]([Mg]Br)([CH3:3])[CH3:2].Br[C:7]1[CH:8]=[C:9]([CH:13]=[CH:14][C:15]=1[O:16][CH3:17])[CH2:10][C:11]#[N:12].Cl. (2) Given the product [CH3:64][O:63][C:59]1[CH:58]=[C:57]([CH:62]=[CH:61][CH:60]=1)[CH2:56][NH:55][C:53]([C:48]1[NH:49][C:50](=[O:52])[C:51]2[C:43]([CH2:42][O:15][CH2:14][C@H:7]3[CH2:8][O:9][C@H:10]([CH2:12][OH:13])[CH2:11][O:6]3)=[CH:44][S:45][C:46]=2[N:47]=1)=[O:54], predict the reactants needed to synthesize it. The reactants are: C([Li])CCC.[O:6]1[CH2:11][C@@H:10]([CH2:12][OH:13])[O:9][CH2:8][C@@H:7]1[CH2:14][OH:15].BrCC1C2C(=O)NC(C(OCC)=O)=NC=2SC=1.N[C@H]1CC[C@H](CO[CH2:42][C:43]2[C:51]3[C:50](=[O:52])[NH:49][C:48]([C:53]([NH:55][CH2:56][C:57]4[CH:62]=[CH:61][CH:60]=[C:59]([O:63][CH3:64])[CH:58]=4)=[O:54])=[N:47][C:46]=3[S:45][CH:44]=2)CC1.